Predict the product of the given reaction. From a dataset of Forward reaction prediction with 1.9M reactions from USPTO patents (1976-2016). (1) Given the reactants [Cl:1][C:2]1[CH:15]=[CH:14][C:5]([NH:6]C(OC(C)(C)C)=O)=[CH:4][CH:3]=1.[Cl:16][C:17]1[CH:25]=[CH:24][CH:23]=[C:22]([F:26])[C:18]=1[C:19](Cl)=[O:20], predict the reaction product. The product is: [NH2:6][C:5]1[CH:4]=[CH:3][C:2]([Cl:1])=[CH:15][C:14]=1[C:19]([C:18]1[C:22]([F:26])=[CH:23][CH:24]=[CH:25][C:17]=1[Cl:16])=[O:20]. (2) Given the reactants [OH:1][CH2:2][C:3]1[CH:12]=[CH:11][C:6]([C:7]([O:9][CH3:10])=[O:8])=[C:5]([CH3:13])[CH:4]=1.[C:14]1(O)[CH:19]=[CH:18][CH:17]=[CH:16][CH:15]=1.C1(P(C2C=CC=CC=2)C2C=CC=CC=2)C=CC=CC=1.C(OC(N=NC(OC(C)C)=O)=O)(C)C, predict the reaction product. The product is: [CH3:13][C:5]1[CH:4]=[C:3]([CH2:2][O:1][C:14]2[CH:19]=[CH:18][CH:17]=[CH:16][CH:15]=2)[CH:12]=[CH:11][C:6]=1[C:7]([O:9][CH3:10])=[O:8]. (3) Given the reactants [Br:1][CH2:2][CH2:3][CH2:4][OH:5].C(N(CC)CC)C.[CH3:13][O:14][CH2:15][C:16](Cl)=[O:17], predict the reaction product. The product is: [Br:1][CH2:2][CH2:3][CH2:4][O:5][C:16](=[O:17])[CH2:15][O:14][CH3:13]. (4) Given the reactants Br[C:2]1[CH:7]=[CH:6][C:5]([C:8]2[NH:13][C:12](=[O:14])[C:11]([C:15]([O:17]C)=[O:16])=[CH:10][C:9]=2[CH2:19][CH3:20])=[CH:4][CH:3]=1.[C:21]([O:25][Na])([CH3:24])([CH3:23])[CH3:22], predict the reaction product. The product is: [C:21]([O:25][C:2]1[CH:7]=[CH:6][C:5]([C:8]2[NH:13][C:12](=[O:14])[C:11]([C:15]([OH:17])=[O:16])=[CH:10][C:9]=2[CH2:19][CH3:20])=[CH:4][CH:3]=1)([CH3:24])([CH3:23])[CH3:22]. (5) Given the reactants C([O:3][C:4](=[O:39])[CH2:5][C:6]1[CH:11]=[CH:10][C:9]([N:12]2[C:21](=[O:22])[C:20]3[C:15](=[CH:16][CH:17]=[CH:18][CH:19]=3)[N:14]([CH2:23][C:24](=[O:37])[NH:25][C:26]3[CH:31]=[C:30]([Cl:32])[C:29]([O:33][CH3:34])=[CH:28][C:27]=3[O:35][CH3:36])[C:13]2=[O:38])=[CH:8][CH:7]=1)C.CCCC[Sn](O[Sn](CCCC)(CCCC)CCCC)(CCCC)CCCC, predict the reaction product. The product is: [Cl:32][C:30]1[C:29]([O:33][CH3:34])=[CH:28][C:27]([O:35][CH3:36])=[C:26]([NH:25][C:24]([CH2:23][N:14]2[C:15]3[C:20](=[CH:19][CH:18]=[CH:17][CH:16]=3)[C:21](=[O:22])[N:12]([C:9]3[CH:10]=[CH:11][C:6]([CH2:5][C:4]([OH:39])=[O:3])=[CH:7][CH:8]=3)[C:13]2=[O:38])=[O:37])[CH:31]=1.